This data is from Peptide-MHC class I binding affinity with 185,985 pairs from IEDB/IMGT. The task is: Regression. Given a peptide amino acid sequence and an MHC pseudo amino acid sequence, predict their binding affinity value. This is MHC class I binding data. (1) The peptide sequence is LPSCPTNFCIF. The MHC is HLA-B18:01 with pseudo-sequence HLA-B18:01. The binding affinity (normalized) is 0.0847. (2) The MHC is HLA-A02:02 with pseudo-sequence HLA-A02:02. The binding affinity (normalized) is 0.109. The peptide sequence is SAAFEDLRL. (3) The peptide sequence is WISHRPVVL. The MHC is HLA-B08:01 with pseudo-sequence HLA-B08:01. The binding affinity (normalized) is 0.0616. (4) The peptide sequence is IVDYVTAYG. The MHC is HLA-A11:01 with pseudo-sequence HLA-A11:01. The binding affinity (normalized) is 0.0847. (5) The binding affinity (normalized) is 0.326. The MHC is HLA-A68:02 with pseudo-sequence HLA-A68:02. The peptide sequence is TILATLNTLI. (6) The peptide sequence is ETIFTVLAL. The MHC is HLA-A69:01 with pseudo-sequence HLA-A69:01. The binding affinity (normalized) is 0.878. (7) The peptide sequence is PLALEGSLQK. The MHC is HLA-B35:03 with pseudo-sequence HLA-B35:03. The binding affinity (normalized) is 0. (8) The peptide sequence is YVADALAAF. The MHC is Mamu-A07 with pseudo-sequence Mamu-A07. The binding affinity (normalized) is 0. (9) The peptide sequence is YTPGPGIRY. The MHC is HLA-A02:02 with pseudo-sequence HLA-A02:02. The binding affinity (normalized) is 0.